This data is from Catalyst prediction with 721,799 reactions and 888 catalyst types from USPTO. The task is: Predict which catalyst facilitates the given reaction. (1) Reactant: [CH3:1][C:2]1[CH:10]=[CH:9][CH:8]=[C:4]([C:5]([OH:7])=O)[C:3]=1[SH:11].[C:12]([C:14]1[N:19]=[C:18]([CH2:20][CH2:21][C:22]([O:24][C:25]([CH3:28])([CH3:27])[CH3:26])=[O:23])[CH:17]=[CH:16][CH:15]=1)#[N:13]. Product: [CH3:1][C:2]1[C:3]2[S:11][C:12]([C:14]3[N:19]=[C:18]([CH2:20][CH2:21][C:22]([O:24][C:25]([CH3:28])([CH3:27])[CH3:26])=[O:23])[CH:17]=[CH:16][CH:15]=3)=[N:13][C:5](=[O:7])[C:4]=2[CH:8]=[CH:9][CH:10]=1. The catalyst class is: 17. (2) Reactant: [F:1][C:2]1[CH:7]=[CH:6][C:5]([N+:8]([O-])=O)=[CH:4][C:3]=1[CH3:11].[H][H]. Product: [F:1][C:2]1[CH:7]=[CH:6][C:5]([NH2:8])=[CH:4][C:3]=1[CH3:11]. The catalyst class is: 29. (3) Reactant: [NH2:1][C:2]1[C:7]2[C:8]([C:11]3[CH:16]=[CH:15][C:14]([NH:17][C:18]([NH:20][C:21]4[CH:26]=[CH:25][CH:24]=[C:23]([F:27])[CH:22]=4)=[O:19])=[CH:13][CH:12]=3)=[CH:9][S:10][C:6]=2[C:5]([C:28]2[CH:29]=[N:30][N:31]([CH2:33][CH2:34][OH:35])[CH:32]=2)=[CH:4][N:3]=1.[CH3:36][S:37]([OH:40])(=[O:39])=[O:38]. Product: [S:37]([OH:40])(=[O:39])(=[O:38])[CH3:36].[NH2:1][C:2]1[C:7]2[C:8]([C:11]3[CH:12]=[CH:13][C:14]([NH:17][C:18]([NH:20][C:21]4[CH:26]=[CH:25][CH:24]=[C:23]([F:27])[CH:22]=4)=[O:19])=[CH:15][CH:16]=3)=[CH:9][S:10][C:6]=2[C:5]([C:28]2[CH:29]=[N:30][N:31]([CH2:33][CH2:34][OH:35])[CH:32]=2)=[CH:4][N:3]=1. The catalyst class is: 13. (4) The catalyst class is: 1. Product: [CH2:25]([C:24]1[CH:23]=[C:22]([Sn:43]([CH3:45])([CH3:44])[CH3:42])[S:21][C:20]=1/[CH:19]=[CH:18]/[C:14]1[S:15][C:16]([Sn:43]([CH3:45])([CH3:44])[CH3:42])=[CH:17][C:13]=1[CH2:1][CH2:2][CH2:3][CH2:4][CH2:5][CH2:6][CH2:7][CH2:8][CH2:9][CH2:10][CH2:11][CH3:12])[CH2:26][CH2:27][CH2:28][CH2:29][CH2:30][CH2:31][CH2:32][CH2:33][CH2:34][CH2:35][CH3:36]. Reactant: [CH2:1]([C:13]1[CH:17]=[CH:16][S:15][C:14]=1/[CH:18]=[CH:19]/[C:20]1[S:21][CH:22]=[CH:23][C:24]=1[CH2:25][CH2:26][CH2:27][CH2:28][CH2:29][CH2:30][CH2:31][CH2:32][CH2:33][CH2:34][CH2:35][CH3:36])[CH2:2][CH2:3][CH2:4][CH2:5][CH2:6][CH2:7][CH2:8][CH2:9][CH2:10][CH2:11][CH3:12].C([Li])CCC.[CH3:42][Sn:43](Cl)([CH3:45])[CH3:44].[NH4+].[Cl-]. (5) Reactant: [Cl:1][C:2]1[CH:23]=[C:22]([C:24]2[CH2:25][CH2:26][N:27]([C:30](=[O:34])[CH:31]([CH3:33])[CH3:32])[CH2:28][CH:29]=2)[CH:21]=[CH:20][C:3]=1[C:4]([N:6]1[CH2:10][CH2:9][C@@:8]2([C:14]3[CH:15]=[CH:16][CH:17]=[CH:18][C:13]=3[C:12](=[O:19])[O:11]2)[CH2:7]1)=[O:5].CO. Product: [Cl:1][C:2]1[CH:23]=[C:22]([CH:24]2[CH2:29][CH2:28][N:27]([C:30](=[O:34])[CH:31]([CH3:32])[CH3:33])[CH2:26][CH2:25]2)[CH:21]=[CH:20][C:3]=1[C:4]([N:6]1[CH2:10][CH2:9][C@@:8]2([C:14]3[CH:15]=[CH:16][CH:17]=[CH:18][C:13]=3[C:12](=[O:19])[O:11]2)[CH2:7]1)=[O:5]. The catalyst class is: 45. (6) The catalyst class is: 1. Product: [NH2:1][C:2]1[CH:10]=[CH:9][C:8]([Br:11])=[CH:7][C:3]=1[CH2:4][OH:5]. Reactant: [NH2:1][C:2]1[CH:10]=[CH:9][C:8]([Br:11])=[CH:7][C:3]=1[C:4](O)=[O:5].C(O)C.O.